The task is: Predict the reaction yield, written as a fraction of the theoretical maximum amount of product (1.0 means a 100% yield; for example, 0.34 means a 34% yield).. This data is from Reaction yield outcomes from USPTO patents with 853,638 reactions. (1) The reactants are Cl[C:2]1[C:7]([C:8]2[CH:13]=[CH:12][C:11]([N+:14]([O-:16])=[O:15])=[CH:10][CH:9]=2)=[C:6]([CH2:17][CH3:18])[N:5]=[C:4]([NH2:19])[N:3]=1.CN.Cl.C[CH2:24][N:25](CC)CC.O. The catalyst is O1CCOCC1. The product is [CH2:17]([C:6]1[N:5]=[C:4]([NH2:19])[N:3]=[C:2]([NH:25][CH3:24])[C:7]=1[C:8]1[CH:13]=[CH:12][C:11]([N+:14]([O-:16])=[O:15])=[CH:10][CH:9]=1)[CH3:18]. The yield is 0.650. (2) The reactants are C(O[CH:4](OCC)[CH2:5][O:6][C:7]1[CH:12]=[CH:11][C:10]([C:13]2([C:16]([OH:18])=[O:17])[CH2:15][CH2:14]2)=[CH:9][CH:8]=1)C. The catalyst is C1(C)C(C)=CC=CC=1. The product is [O:6]1[C:7]2[CH:12]=[CH:11][C:10]([C:13]3([C:16]([OH:18])=[O:17])[CH2:15][CH2:14]3)=[CH:9][C:8]=2[CH:4]=[CH:5]1. The yield is 0.0500. (3) The reactants are [F:1][C:2]1[CH:10]=[CH:9][C:5]([C:6](Cl)=[O:7])=[CH:4][CH:3]=1.Cl.[F:12][C:13]1[CH:14]=[C:15]([C:19]2[N:23]=[C:22]([CH:24]3[CH2:29][CH2:28][CH2:27][NH:26][CH2:25]3)[O:21][N:20]=2)[CH:16]=[CH:17][CH:18]=1. The catalyst is C(Cl)Cl.CO. The product is [F:1][C:2]1[CH:10]=[CH:9][C:5]([C:6]([N:26]2[CH2:27][CH2:28][CH2:29][CH:24]([C:22]3[O:21][N:20]=[C:19]([C:15]4[CH:16]=[CH:17][CH:18]=[C:13]([F:12])[CH:14]=4)[N:23]=3)[CH2:25]2)=[O:7])=[CH:4][CH:3]=1. The yield is 0.500. (4) The reactants are [C:1]([C:3]1[CH:8]=[CH:7][C:6]([C:9]2(O)[CH2:14][CH2:13][N:12]([C:15]([O:17][C:18]([CH3:21])([CH3:20])[CH3:19])=[O:16])[CH2:11][CH2:10]2)=[CH:5][CH:4]=1)#[N:2].O=P(Cl)(Cl)Cl. The catalyst is N1C=CC=CC=1. The product is [C:1]([C:3]1[CH:4]=[CH:5][C:6]([C:9]2[CH2:14][CH2:13][N:12]([C:15]([O:17][C:18]([CH3:21])([CH3:20])[CH3:19])=[O:16])[CH2:11][CH:10]=2)=[CH:7][CH:8]=1)#[N:2]. The yield is 0.740. (5) The reactants are [OH:1][C:2]1[CH:3]=[C:4]([CH2:8][C:9]([OH:11])=[O:10])[CH:5]=[CH:6][CH:7]=1.[CH2:12](Br)[C:13]1[CH:18]=[CH:17][CH:16]=[CH:15][CH:14]=1.[OH-].[K+]. The catalyst is C1COCC1. The product is [CH2:12]([O:1][C:2]1[CH:3]=[C:4]([CH2:8][C:9]([OH:11])=[O:10])[CH:5]=[CH:6][CH:7]=1)[C:13]1[CH:18]=[CH:17][CH:16]=[CH:15][CH:14]=1. The yield is 0.910. (6) The reactants are [F:1][C:2]([F:9])([F:8])[C:3]1[CH:4]=[N:5][NH:6][CH:7]=1.[H-].[Na+].F[C:13]1[CH:20]=[CH:19][C:16]([C:17]#[N:18])=[CH:15][CH:14]=1.[Cl-].[NH4+]. The catalyst is CN(C)C=O. The product is [F:1][C:2]([F:9])([F:8])[C:3]1[CH:4]=[N:5][N:6]([C:13]2[CH:20]=[CH:19][C:16]([C:17]#[N:18])=[CH:15][CH:14]=2)[CH:7]=1. The yield is 0.720.